This data is from Full USPTO retrosynthesis dataset with 1.9M reactions from patents (1976-2016). The task is: Predict the reactants needed to synthesize the given product. Given the product [Cl:1][C:2]1[N:3]=[C:4]([NH:15][CH2:13][CH3:14])[C:5]2[S:10][CH:9]=[C:8]([CH3:11])[C:6]=2[N:7]=1, predict the reactants needed to synthesize it. The reactants are: [Cl:1][C:2]1[N:3]=[C:4](Cl)[C:5]2[S:10][CH:9]=[C:8]([CH3:11])[C:6]=2[N:7]=1.[CH2:13]([NH2:15])[CH3:14].